From a dataset of Full USPTO retrosynthesis dataset with 1.9M reactions from patents (1976-2016). Predict the reactants needed to synthesize the given product. (1) Given the product [Br:15][C:8]1[N:6]2[N:7]=[C:2]([Cl:1])[CH:3]=[CH:4][C:5]2=[N:10][CH:9]=1, predict the reactants needed to synthesize it. The reactants are: [Cl:1][C:2]1[CH:3]=[CH:4][C:5]2[N:6]([CH:8]=[CH:9][N:10]=2)[N:7]=1.C(Cl)(Cl)Cl.[Br:15]N1C(=O)CCC1=O.C(=O)(O)[O-].[Na+]. (2) Given the product [NH2:21][C:8]1[N:7]=[C:6]([O:5][CH2:1][CH2:2][CH2:3][CH3:4])[N:14]=[C:13]2[C:9]=1[N:10]=[C:11]([O:19][CH3:20])[N:12]2[CH2:15][CH2:16][CH2:17][O:18][C:23]1[CH:30]=[CH:29][C:26]([CH:27]=[O:28])=[CH:25][CH:24]=1, predict the reactants needed to synthesize it. The reactants are: [CH2:1]([O:5][C:6]1[N:14]=[C:13]2[C:9]([N:10]=[C:11]([O:19][CH3:20])[N:12]2[CH2:15][CH2:16][CH2:17][OH:18])=[C:8]([NH2:21])[N:7]=1)[CH2:2][CH2:3][CH3:4].O[C:23]1[CH:30]=[CH:29][C:26]([CH:27]=[O:28])=[CH:25][CH:24]=1.C1(P(C2C=CC=CC=2)C2C=CC=CC=2)C=CC=CC=1.N(C(OCC)=O)=NC(OCC)=O. (3) The reactants are: CC(C)([O-])C.[K+].[C:7]([CH2:9]P(=O)(OCC)OCC)#[N:8].[CH2:18]([O:25][CH:26]1[CH2:29][C:28](=O)[CH2:27]1)[C:19]1[CH:24]=[CH:23][CH:22]=[CH:21][CH:20]=1. Given the product [CH2:18]([O:25][CH:26]1[CH2:29][C:28](=[CH:9][C:7]#[N:8])[CH2:27]1)[C:19]1[CH:24]=[CH:23][CH:22]=[CH:21][CH:20]=1, predict the reactants needed to synthesize it. (4) Given the product [OH:2]/[N:1]=[C:15](\[C:16]#[N:17])/[C:9]1[CH:14]=[CH:13][CH:12]=[CH:11][CH:10]=1, predict the reactants needed to synthesize it. The reactants are: [N:1](OCCC(C)C)=[O:2].[C:9]1([CH2:15][C:16]#[N:17])[CH:14]=[CH:13][CH:12]=[CH:11][CH:10]=1.[OH-].[Na+]. (5) Given the product [CH3:22][C:21]1[C:16]([N:13]2[CH2:14][CH2:15][N:10]([C:8]([C:5]3[CH:6]=[CH:7][C:2]([N:34]4[CH2:35][CH2:36][N:32]([CH3:31])[C:33]4=[O:37])=[CH:3][C:4]=3[N:24]3[CH2:28][CH2:27][CH2:26][S:25]3(=[O:30])=[O:29])=[O:9])[CH2:11][CH2:12]2)=[N:17][CH:18]=[C:19]([CH3:23])[CH:20]=1, predict the reactants needed to synthesize it. The reactants are: Br[C:2]1[CH:7]=[CH:6][C:5]([C:8]([N:10]2[CH2:15][CH2:14][N:13]([C:16]3[C:21]([CH3:22])=[CH:20][C:19]([CH3:23])=[CH:18][N:17]=3)[CH2:12][CH2:11]2)=[O:9])=[C:4]([N:24]2[CH2:28][CH2:27][CH2:26][S:25]2(=[O:30])=[O:29])[CH:3]=1.[CH3:31][N:32]1[CH2:36][CH2:35][NH:34][C:33]1=[O:37]. (6) The reactants are: [H-].[Na+].[OH:3][C:4]1[CH:5]=[CH:6][C:7]([O:19][CH2:20][C:21]2[CH:26]=[CH:25][CH:24]=[CH:23][CH:22]=2)=[C:8]([CH:18]=1)[C:9]([NH:11][C:12]1[CH:13]=[N:14][CH:15]=[CH:16][CH:17]=1)=[O:10].ClC1C=CC(S(O[CH2:38][C@H:39]2[CH2:43][CH2:42][CH2:41][N:40]2[C:44]([O:46][C:47]([CH3:50])([CH3:49])[CH3:48])=[O:45])(=O)=O)=CC=1.O. Given the product [C:21]1([CH2:20][O:19][C:7]2[CH:6]=[CH:5][C:4]([O:3][CH2:38][C@H:39]3[CH2:43][CH2:42][CH2:41][N:40]3[C:44]([O:46][C:47]([CH3:48])([CH3:50])[CH3:49])=[O:45])=[CH:18][C:8]=2[C:9]([NH:11][C:12]2[CH:13]=[N:14][CH:15]=[CH:16][CH:17]=2)=[O:10])[CH:22]=[CH:23][CH:24]=[CH:25][CH:26]=1, predict the reactants needed to synthesize it.